From a dataset of Reaction yield outcomes from USPTO patents with 853,638 reactions. Predict the reaction yield, written as a fraction of the theoretical maximum amount of product (1.0 means a 100% yield; for example, 0.34 means a 34% yield). (1) The reactants are [NH2:1][C:2]1[CH:3]=[C:4]([CH:22]=[CH:23][CH:24]=1)[O:5][C:6]1[CH:7]=[CH:8][C:9]2[N:10]([CH:12]=[C:13]([NH:15][C:16](=[O:21])[CH2:17][CH:18]3[CH2:20][CH2:19]3)[N:14]=2)[N:11]=1.[CH3:25][N:26]1[C:30]([C:31](Cl)=[O:32])=[CH:29][C:28]([CH3:34])=[N:27]1. The catalyst is CN(C)C(=O)C. The product is [CH:18]1([CH2:17][C:16]([NH:15][C:13]2[N:14]=[C:9]3[CH:8]=[CH:7][C:6]([O:5][C:4]4[CH:3]=[C:2]([NH:1][C:31]([C:30]5[N:26]([CH3:25])[N:27]=[C:28]([CH3:34])[CH:29]=5)=[O:32])[CH:24]=[CH:23][CH:22]=4)=[N:11][N:10]3[CH:12]=2)=[O:21])[CH2:19][CH2:20]1. The yield is 0.620. (2) The reactants are Cl[CH2:2][CH2:3][CH2:4][O:5][C:6]1[C:15]2[C:10](=[CH:11][CH:12]=[CH:13][CH:14]=2)[C:9]([NH:16][C:17](=[O:31])[C:18]2[CH:23]=[C:22]([N:24]3[CH2:29][CH2:28][CH2:27][CH2:26][CH2:25]3)[CH:21]=[C:20]([F:30])[CH:19]=2)=[CH:8][CH:7]=1.[NH:32]1[CH2:37][CH2:36][O:35][CH2:34][CH2:33]1. The catalyst is CCO. The product is [F:30][C:20]1[CH:19]=[C:18]([CH:23]=[C:22]([N:24]2[CH2:29][CH2:28][CH2:27][CH2:26][CH2:25]2)[CH:21]=1)[C:17]([NH:16][C:9]1[C:10]2[C:15](=[CH:14][CH:13]=[CH:12][CH:11]=2)[C:6]([O:5][CH2:4][CH2:3][CH2:2][N:32]2[CH2:37][CH2:36][O:35][CH2:34][CH2:33]2)=[CH:7][CH:8]=1)=[O:31]. The yield is 0.640.